From a dataset of Peptide-MHC class I binding affinity with 185,985 pairs from IEDB/IMGT. Regression. Given a peptide amino acid sequence and an MHC pseudo amino acid sequence, predict their binding affinity value. This is MHC class I binding data. (1) The peptide sequence is LLAPADDMR. The MHC is HLA-A68:01 with pseudo-sequence HLA-A68:01. The binding affinity (normalized) is 0.321. (2) The peptide sequence is KIKQDVRDK. The MHC is HLA-A02:03 with pseudo-sequence HLA-A02:03. The binding affinity (normalized) is 0. (3) The peptide sequence is FVAEGDALV. The MHC is HLA-A24:02 with pseudo-sequence HLA-A24:02. The binding affinity (normalized) is 0.0847.